From a dataset of Forward reaction prediction with 1.9M reactions from USPTO patents (1976-2016). Predict the product of the given reaction. Given the reactants Br[C:2]1[S:3][CH:4]=[CH:5][CH:6]=1.[CH3:7][O:8][C:9]1[CH:14]=[CH:13][CH:12]=[CH:11][C:10]=1B(O)O.P([O-])([O-])([O-])=O.[K+].[K+].[K+].[Cl-].[NH4+], predict the reaction product. The product is: [CH3:7][O:8][C:9]1[CH:14]=[CH:13][CH:12]=[CH:11][C:10]=1[C:2]1[S:3][CH:4]=[CH:5][CH:6]=1.